Predict the reaction yield, written as a fraction of the theoretical maximum amount of product (1.0 means a 100% yield; for example, 0.34 means a 34% yield). From a dataset of Reaction yield outcomes from USPTO patents with 853,638 reactions. (1) The reactants are [CH3:1][C@@H:2]1[CH2:6][CH2:5][CH2:4][C@H:3]1[OH:7].[H-].[Na+].Cl[C:11]1[CH:12]=[CH:13][C:14]2[CH2:15][N:16]([C:22]([O:24][C:25]([CH3:28])([CH3:27])[CH3:26])=[O:23])[CH2:17][CH2:18][O:19][C:20]=2[N:21]=1.O. The yield is 0.750. The product is [CH3:1][C@@H:2]1[CH2:6][CH2:5][CH2:4][C@H:3]1[O:7][C:11]1[CH:12]=[CH:13][C:14]2[CH2:15][N:16]([C:22]([O:24][C:25]([CH3:28])([CH3:27])[CH3:26])=[O:23])[CH2:17][CH2:18][O:19][C:20]=2[N:21]=1. The catalyst is C1(C)C=CC=CC=1.C1C=CC(/C=C/C(/C=C/C2C=CC=CC=2)=O)=CC=1.C1C=CC(/C=C/C(/C=C/C2C=CC=CC=2)=O)=CC=1.C1C=CC(/C=C/C(/C=C/C2C=CC=CC=2)=O)=CC=1.[Pd].[Pd].C1C=CC(P(C2C(C3C(P(C4C=CC=CC=4)C4C=CC=CC=4)=CC=C4C=3C=CC=C4)=C3C(C=CC=C3)=CC=2)C2C=CC=CC=2)=CC=1. (2) The reactants are [OH:1][C@@H:2]1[CH2:9][N:8]([CH2:10][CH2:11][CH2:12][CH2:13][N:14]2[CH2:19][CH2:18][NH:17][C@@H:16]([CH3:20])[C:15]2=[O:21])[CH2:7][CH2:6][C:3]21[CH2:5][CH2:4]2.Cl[C:23]([O:25][C:26]1[CH:35]=[CH:34][C:33]2[C:28](=[CH:29][CH:30]=[CH:31][CH:32]=2)[CH:27]=1)=[S:24].C(N(CC)CC)C.C(NCC)C. The catalyst is O1CCCC1. The product is [CH:27]1[C:28]2[C:33](=[CH:32][CH:31]=[CH:30][CH:29]=2)[CH:34]=[CH:35][C:26]=1[O:25][C:23]([N:17]1[CH2:18][CH2:19][N:14]([CH2:13][CH2:12][CH2:11][CH2:10][N:8]2[CH2:7][CH2:6][C:3]3([CH2:4][CH2:5]3)[C@H:2]([OH:1])[CH2:9]2)[C:15](=[O:21])[C@@H:16]1[CH3:20])=[S:24]. The yield is 0.640. (3) The reactants are [Br:1][C:2]1[CH:29]=[CH:28][C:5]2[N:6]([CH2:14][CH:15]3[CH2:20][CH2:19][N:18]([C:21]([O:23]C(C)(C)C)=O)[CH2:17][CH2:16]3)[C:7]([CH2:9][C:10]([CH3:13])([CH3:12])[CH3:11])=[N:8][C:4]=2[CH:3]=1.Cl[Si](C)(C)[CH3:32].C(N(CC)CC)C.C(Cl)(=O)C. The catalyst is CO.C(OCC)(=O)C. The product is [Br:1][C:2]1[CH:29]=[CH:28][C:5]2[N:6]([CH2:14][CH:15]3[CH2:16][CH2:17][N:18]([C:21](=[O:23])[CH3:32])[CH2:19][CH2:20]3)[C:7]([CH2:9][C:10]([CH3:13])([CH3:11])[CH3:12])=[N:8][C:4]=2[CH:3]=1. The yield is 0.970. (4) The reactants are [CH2:1]([S:3]([C:6]1[CH:7]=[C:8]([C:12]2[C:17]3[C:18]4[CH:24]=[C:23]([CH3:25])[CH:22]=[N:21][C:19]=4[NH:20][C:16]=3[C:15]([O:26][CH2:27][CH2:28]CN(C)C)=[N:14][CH:13]=2)[CH:9]=[CH:10][CH:11]=1)(=[O:5])=[O:4])[CH3:2].C(O)C[OH:35]. No catalyst specified. The product is [CH2:1]([S:3]([C:6]1[CH:7]=[C:8]([C:12]2[C:17]3[C:18]4[CH:24]=[C:23]([CH3:25])[CH:22]=[N:21][C:19]=4[NH:20][C:16]=3[C:15]([O:26][CH2:27][CH2:28][OH:35])=[N:14][CH:13]=2)[CH:9]=[CH:10][CH:11]=1)(=[O:4])=[O:5])[CH3:2]. The yield is 0.180. (5) The reactants are [O:1]1[CH2:6][CH2:5][N:4]([C:7]2[N:12]=[C:11]([N:13]3[CH2:18][CH2:17][O:16][CH2:15][CH2:14]3)[N:10]=[C:9]([C:19]3[CH:25]=[CH:24][C:22]([NH2:23])=[CH:21][CH:20]=3)[N:8]=2)[CH2:3][CH2:2]1.[NH:26]1[CH2:30][CH2:29][NH:28][C:27]1=S. The catalyst is CN(C=O)C.[Hg](Cl)Cl. The product is [N:4]1([C:7]2[N:12]=[C:11]([N:13]3[CH2:18][CH2:17][O:16][CH2:15][CH2:14]3)[N:10]=[C:9]([C:19]3[CH:25]=[CH:24][C:22]([NH:23][C:27]4[NH:28][CH2:29][CH2:30][N:26]=4)=[CH:21][CH:20]=3)[N:8]=2)[CH2:5][CH2:6][O:1][CH2:2][CH2:3]1. The yield is 0.220. (6) The reactants are CC(OI1(OC(C)=O)(OC(C)=O)OC(=O)C2C=CC=CC1=2)=O.[Cl:23][C:24]1[CH:29]=[C:28]([Cl:30])[CH:27]=[CH:26][C:25]=1[S:31]([NH:34][C:35]1[CH:40]=[C:39]([CH:41]([CH:43]2[CH2:45][CH2:44]2)[OH:42])[C:38]([S:46][C:47]2[CH:52]=[CH:51][C:50]([S:53]([N:56]3[CH2:61][CH2:60][CH2:59][CH2:58][CH2:57]3)(=[O:55])=[O:54])=[CH:49][CH:48]=2)=[CH:37][N:36]=1)(=[O:33])=[O:32]. The catalyst is ClCCl.C(OCC)(=O)C. The product is [Cl:23][C:24]1[CH:29]=[C:28]([Cl:30])[CH:27]=[CH:26][C:25]=1[S:31]([NH:34][C:35]1[CH:40]=[C:39]([C:41]([CH:43]2[CH2:44][CH2:45]2)=[O:42])[C:38]([S:46][C:47]2[CH:52]=[CH:51][C:50]([S:53]([N:56]3[CH2:61][CH2:60][CH2:59][CH2:58][CH2:57]3)(=[O:55])=[O:54])=[CH:49][CH:48]=2)=[CH:37][N:36]=1)(=[O:33])=[O:32]. The yield is 0.510. (7) The reactants are C(OC([C:11]1([NH2:25])[CH2:15][CH2:14][N:13]([C:16]2[CH:21]=[CH:20][C:19]([C:22]#[N:23])=[CH:18][CH:17]=2)[C:12]1=[O:24])=O)C1C=CC=CC=1.[ClH:26].[H][H]. The catalyst is CO.[Pd]. The product is [ClH:26].[NH2:25][CH:11]1[CH2:15][CH2:14][N:13]([C:16]2[CH:17]=[CH:18][C:19]([C:22]#[N:23])=[CH:20][CH:21]=2)[C:12]1=[O:24]. The yield is 0.800. (8) The reactants are [NH:1]1[C:11]2[C:6](=[CH:7][CH:8]=[CH:9][CH:10]=2)[C:4](=[O:5])[C:2]1=[O:3].[H-].[Na+].[Cl:14][C:15]1[S:16][C:17]([CH2:20]Cl)=[CH:18][CH:19]=1. The catalyst is O1CCOCC1. The product is [Cl:14][C:15]1[S:16][C:17]([CH2:20][N:1]2[C:11]3[C:6](=[CH:7][CH:8]=[CH:9][CH:10]=3)[C:4](=[O:5])[C:2]2=[O:3])=[CH:18][CH:19]=1. The yield is 0.220. (9) The reactants are [CH2:1]([O:4][C:5]1([CH3:27])[CH2:10][CH2:9][N:8]([C:11]2[N:16]3[N:17]=[C:18]([Br:20])[CH:19]=[C:15]3[N:14]=[C:13]([CH3:21])[C:12]=2[CH2:22][C:23]([O:25][CH3:26])=[O:24])[CH2:7][CH2:6]1)[CH:2]=[CH2:3].CC([OH:31])C.C(=O)=O.C[Si]([N-][Si](C)(C)C)(C)C.[K+].C1(C2ON2S(C2C=CC=CC=2)(=O)=O)C=CC=CC=1.C(=O)(O)[O-].[Na+].CC(OI1(OC(C)=O)(OC(C)=O)OC(=O)C2C=CC=CC1=2)=O. The catalyst is C1COCC1.C(Cl)Cl. The product is [CH2:1]([O:4][C:5]1([CH3:27])[CH2:10][CH2:9][N:8]([C:11]2[N:16]3[N:17]=[C:18]([Br:20])[CH:19]=[C:15]3[N:14]=[C:13]([CH3:21])[C:12]=2[C:22](=[O:31])[C:23]([O:25][CH3:26])=[O:24])[CH2:7][CH2:6]1)[CH:2]=[CH2:3]. The yield is 0.500.